The task is: Predict the reaction yield, written as a fraction of the theoretical maximum amount of product (1.0 means a 100% yield; for example, 0.34 means a 34% yield).. This data is from Reaction yield outcomes from USPTO patents with 853,638 reactions. The reactants are C([O:3][C:4](=[O:28])[C:5]([CH3:27])([CH3:26])[CH2:6][CH2:7][CH2:8][CH:9]([C:19]1[CH:24]=[CH:23][CH:22]=[CH:21][C:20]=1[Cl:25])[N:10]1[CH2:15][CH2:14][C:13]2[S:16][CH:17]=[CH:18][C:12]=2[CH2:11]1)C.C(O)C.[OH-].[Na+]. The catalyst is O. The product is [Cl:25][C:20]1[CH:21]=[CH:22][CH:23]=[CH:24][C:19]=1[CH:9]([N:10]1[CH2:15][CH2:14][C:13]2[S:16][CH:17]=[CH:18][C:12]=2[CH2:11]1)[CH2:8][CH2:7][CH2:6][C:5]([CH3:26])([CH3:27])[C:4]([OH:28])=[O:3]. The yield is 0.687.